Dataset: Full USPTO retrosynthesis dataset with 1.9M reactions from patents (1976-2016). Task: Predict the reactants needed to synthesize the given product. (1) Given the product [NH2:14][CH2:13][CH2:12][C:9]1[CH:8]=[CH:7][C:6]([NH:5][S:2]([CH3:1])(=[O:4])=[O:3])=[CH:11][CH:10]=1, predict the reactants needed to synthesize it. The reactants are: [CH3:1][S:2]([NH:5][C:6]1[CH:11]=[CH:10][C:9]([CH2:12][CH2:13][NH:14]C(=O)OC(C)(C)C)=[CH:8][CH:7]=1)(=[O:4])=[O:3].FC(F)(F)C(O)=O. (2) Given the product [CH3:7][CH:2]([CH:35]([Br:34])[C:36](=[O:40])[C:37]([O:39][O:45][C:41]([CH3:44])([CH3:43])[CH3:42])=[O:38])[CH3:3], predict the reactants needed to synthesize it. The reactants are: F[C:2]1[CH:3]=C(C(N2CC(C)(C)C3C4C=CC=CC=4NC=3C(C(OC(C)CO)=O)=C2)=O)C=C[C:7]=1F.[Br:34][CH2:35][C:36](=[O:40])[C:37]([OH:39])=[O:38].[C:41]([O:45]CC(O)C)([CH3:44])([CH3:43])[CH3:42].ClC(OC)OC. (3) Given the product [Br:1][C:2]1[CH:3]=[C:4]2[C:5](=[CH:10][CH:11]=1)[C:6](=[O:8])[N:15]([C@H:16]1[CH2:21][CH2:20][C@H:19]([OH:22])[CH2:18][CH2:17]1)[CH2:12]2, predict the reactants needed to synthesize it. The reactants are: [Br:1][C:2]1[CH:11]=[CH:10][C:5]([C:6]([O:8]C)=O)=[C:4]([CH2:12]Br)[CH:3]=1.Cl.[NH2:15][C@H:16]1[CH2:21][CH2:20][C@H:19]([OH:22])[CH2:18][CH2:17]1.C(=O)([O-])[O-].[K+].[K+]. (4) Given the product [Cl:1][C:2]1[CH:3]=[C:4]([N:10]2[C:14]([CH3:15])=[C:13]([O:16][C:17]3[CH:25]=[CH:24][C:20]([C:21]([N:31]4[CH2:32][CH2:33][N:28]([CH3:27])[CH2:29][CH2:30]4)=[O:23])=[CH:19][CH:18]=3)[C:12]([CH3:26])=[N:11]2)[CH:5]=[CH:6][C:7]=1[C:8]#[N:9], predict the reactants needed to synthesize it. The reactants are: [Cl:1][C:2]1[CH:3]=[C:4]([N:10]2[C:14]([CH3:15])=[C:13]([O:16][C:17]3[CH:25]=[CH:24][C:20]([C:21]([OH:23])=O)=[CH:19][CH:18]=3)[C:12]([CH3:26])=[N:11]2)[CH:5]=[CH:6][C:7]=1[C:8]#[N:9].[CH3:27][N:28]1[CH2:33][CH2:32][NH:31][CH2:30][CH2:29]1.C(OC(C)C)(C)C. (5) The reactants are: [H-].[Na+].[NH:3]1[CH:7]=[CH:6][N:5]=[C:4]1[CH:8]=[O:9].[CH3:10][Si:11]([CH3:18])([CH3:17])[CH2:12][CH2:13][O:14][CH2:15]Cl. Given the product [CH3:10][Si:11]([CH3:18])([CH3:17])[CH2:12][CH2:13][O:14][CH2:15][N:3]1[CH:7]=[CH:6][N:5]=[C:4]1[CH:8]=[O:9], predict the reactants needed to synthesize it. (6) Given the product [BrH:1].[CH3:17][N:13]1[CH2:14][CH2:15][CH2:16][C@@H:12]1[CH2:11][C:5]1[C:4]2[C:8](=[CH:9][CH:10]=[C:2]([CH:19]=[CH:18][S:20]([C:23]3[CH:28]=[CH:27][CH:26]=[CH:25][CH:24]=3)(=[O:21])=[O:22])[CH:3]=2)[NH:7][CH:6]=1, predict the reactants needed to synthesize it. The reactants are: [Br:1][C:2]1[CH:3]=[C:4]2[C:8](=[CH:9][CH:10]=1)[NH:7][CH:6]=[C:5]2[CH2:11][C@H:12]1[CH2:16][CH2:15][CH2:14][N:13]1[CH3:17].[CH:18]([S:20]([C:23]1[CH:28]=[CH:27][CH:26]=[CH:25][CH:24]=1)(=[O:22])=[O:21])=[CH2:19].C1(C)C=CC=CC=1P(C1C=CC=CC=1C)C1C=CC=CC=1C.C(N(CC)CC)C.